The task is: Regression/Classification. Given a drug SMILES string, predict its toxicity properties. Task type varies by dataset: regression for continuous values (e.g., LD50, hERG inhibition percentage) or binary classification for toxic/non-toxic outcomes (e.g., AMES mutagenicity, cardiotoxicity, hepatotoxicity). Dataset: ames.. This data is from Ames mutagenicity test results for genotoxicity prediction. (1) The drug is Nc1ccccc1C(=O)OCCc1ccccc1. The result is 0 (non-mutagenic). (2) The compound is COc1ccc2nc(N)sc2c1. The result is 1 (mutagenic).